Task: Predict the product of the given reaction.. Dataset: Forward reaction prediction with 1.9M reactions from USPTO patents (1976-2016) (1) Given the reactants [F:1][C:2]([F:12])([F:11])[CH2:3][CH2:4][S:5][CH2:6][CH2:7][C:8]([OH:10])=O.[Cl:13][C:14]1(NCC)[CH:18]=[CH:17][N:16]([C:19]2[CH:20]=[N:21][CH:22]=[CH:23][CH:24]=2)[NH:15]1.[CH:28]([N:31](C(C)C)CC)(C)[CH3:29], predict the reaction product. The product is: [Cl:13][C:14]1[C:18]([N:31]([CH2:28][CH3:29])[C:8](=[O:10])[CH2:7][CH2:6][S:5][CH2:4][CH2:3][C:2]([F:1])([F:12])[F:11])=[CH:17][N:16]([C:19]2[CH:20]=[N:21][CH:22]=[CH:23][CH:24]=2)[N:15]=1. (2) Given the reactants [CH3:1][C:2]1[CH:7]=[C:6]([CH3:8])[NH:5][C:4](=[O:9])[C:3]=1[CH2:10][NH:11][C:12]([C:14]1[C:15]2[CH:24]=[N:23][N:22]([CH:25]([CH3:27])[CH3:26])[C:16]=2[N:17]=[C:18]([CH:20]=[CH2:21])[CH:19]=1)=[O:13].C[N+]1([O-])CCOCC1.[OH2:36].C[OH:38].C(Cl)Cl, predict the reaction product. The product is: [OH:36][CH:20]([C:18]1[CH:19]=[C:14]([C:12]([NH:11][CH2:10][C:3]2[C:4](=[O:9])[NH:5][C:6]([CH3:8])=[CH:7][C:2]=2[CH3:1])=[O:13])[C:15]2[CH:24]=[N:23][N:22]([CH:25]([CH3:27])[CH3:26])[C:16]=2[N:17]=1)[CH2:21][OH:38]. (3) Given the reactants Cl[C:2]1[CH:3]=[CH:4][C:5]([C:8]#[N:9])=[N:6][CH:7]=1.[CH:10]1(B(O)O)[CH2:12][CH2:11]1.P([O-])([O-])([O-])=O.[K+].[K+].[K+].C1(C)C=CC=CC=1, predict the reaction product. The product is: [CH:10]1([C:2]2[CH:3]=[CH:4][C:5]([C:8]#[N:9])=[N:6][CH:7]=2)[CH2:12][CH2:11]1. (4) The product is: [CH:1]1([C:5]2[C:10]([O:11][C:24]3[N:29]=[C:28]([NH2:30])[CH:27]=[CH:26][N:25]=3)=[C:9]([F:12])[C:8]([C:13]3[CH:22]=[N:21][C:20]4[NH:19][CH2:18][CH2:17][O:16][C:15]=4[CH:14]=3)=[CH:7][CH:6]=2)[CH2:2][CH2:3][CH2:4]1. Given the reactants [CH:1]1([C:5]2[C:10]([OH:11])=[C:9]([F:12])[C:8]([C:13]3[CH:22]=[N:21][C:20]4[NH:19][CH2:18][CH2:17][O:16][C:15]=4[CH:14]=3)=[CH:7][CH:6]=2)[CH2:4][CH2:3][CH2:2]1.Cl[C:24]1[N:29]=[C:28]([NH2:30])[CH:27]=[CH:26][N:25]=1, predict the reaction product. (5) Given the reactants Cl[C:2]1[C:7]([CH3:8])=[C:6]([Cl:9])[N:5]=[CH:4][C:3]=1[C:10]([N:12]1[CH2:17][CH2:16][CH:15]([C:18]2[CH:23]=[CH:22][C:21]([F:24])=[CH:20][CH:19]=2)[CH2:14][CH2:13]1)=[O:11].[Cl:25][C:26]1[C:27]([F:33])=[C:28]([CH:30]=[CH:31][CH:32]=1)[NH2:29], predict the reaction product. The product is: [Cl:9][C:6]1[N:5]=[CH:4][C:3]([C:10]([N:12]2[CH2:13][CH2:14][CH:15]([C:18]3[CH:19]=[CH:20][C:21]([F:24])=[CH:22][CH:23]=3)[CH2:16][CH2:17]2)=[O:11])=[C:2]([NH:29][C:28]2[CH:30]=[CH:31][CH:32]=[C:26]([Cl:25])[C:27]=2[F:33])[C:7]=1[CH3:8]. (6) Given the reactants [CH:1]1[C:10]2[C:5](=[CH:6][C:7]([C:11]([OH:13])=O)=[CH:8][CH:9]=2)[CH:4]=[CH:3][N:2]=1.CN(C(ON1N=NC2C=CC=NC1=2)=[N+](C)C)C.F[P-](F)(F)(F)(F)F.Cl.[Cl:39][C:40]1[CH:45]=[CH:44][C:43]([C@@H:46]2[CH2:50][CH2:49][CH2:48][NH:47]2)=[CH:42][CH:41]=1.CCN(C(C)C)C(C)C, predict the reaction product. The product is: [Cl:39][C:40]1[CH:41]=[CH:42][C:43]([C@@H:46]2[CH2:50][CH2:49][CH2:48][N:47]2[C:11]([C:7]2[CH:6]=[C:5]3[C:10](=[CH:9][CH:8]=2)[CH:1]=[N:2][CH:3]=[CH:4]3)=[O:13])=[CH:44][CH:45]=1. (7) Given the reactants [F:1][C:2]([F:16])([F:15])[O:3][C:4]1[CH:9]=[CH:8][C:7]([CH:10]=[CH:11][C:12]([NH2:14])=[O:13])=[CH:6][CH:5]=1.[Cl:17][CH:18](Cl)[C:19](=O)[CH3:20], predict the reaction product. The product is: [Cl:17][CH2:18][C:19]1[N:14]=[C:12]([CH:11]=[CH:10][C:7]2[CH:6]=[CH:5][C:4]([O:3][C:2]([F:15])([F:16])[F:1])=[CH:9][CH:8]=2)[O:13][CH:20]=1. (8) Given the reactants Cl[C:2]([O:4]CC)=[O:3].[CH3:7][O:8][C:9]1[CH:10]=[CH:11][C:12]2[CH:13]([CH2:21][CH3:22])[CH:14]3[CH2:18][NH:17][CH2:16][CH:15]3[C:19]=2[CH:20]=1, predict the reaction product. The product is: [CH2:16]([NH:17][C:2](=[O:3])[O-:4])[CH3:15].[CH3:7][O:8][C:9]1[CH:10]=[CH:11][C:12]2[CH:13]([CH2:21][CH3:22])[CH:14]3[CH2:18][NH:17][CH2:16][CH:15]3[C:19]=2[CH:20]=1. (9) Given the reactants [CH3:1][N:2]1[CH:6]=[C:5]([C:7]2[CH:8]=[C:9]([CH:21]=[C:22]([NH:24][C:25]3[N:34]=[CH:33][C:32]4[C:27](=[CH:28][CH:29]=[C:30]([C:35]#[C:36][Si:37]([CH3:40])([CH3:39])[CH3:38])[CH:31]=4)[N:26]=3)[CH:23]=2)[O:10][CH2:11][CH2:12][NH:13]C(=O)OC(C)(C)C)[CH:4]=[N:3]1.Cl.O1CCOCC1, predict the reaction product. The product is: [NH2:13][CH2:12][CH2:11][O:10][C:9]1[CH:21]=[C:22]([NH:24][C:25]2[N:34]=[CH:33][C:32]3[C:27](=[CH:28][CH:29]=[C:30]([C:35]#[C:36][Si:37]([CH3:38])([CH3:40])[CH3:39])[CH:31]=3)[N:26]=2)[CH:23]=[C:7]([C:5]2[CH:4]=[N:3][N:2]([CH3:1])[CH:6]=2)[CH:8]=1. (10) Given the reactants [C:1]([CH2:3][NH:4][C:5](=[O:37])[C@H:6]([CH2:33][CH:34]([CH3:36])[CH3:35])[NH:7][C:8]1[O:12][N:11]=[C:10]([CH3:13])[C:9]=1[C:14]1[CH:19]=[CH:18][C:17]([N:20]2[CH2:25][CH2:24][N:23](C(OC(C)(C)C)=O)[CH2:22][CH2:21]2)=[CH:16][CH:15]=1)#[N:2].C([O-])(O)=O.[Na+], predict the reaction product. The product is: [C:1]([CH2:3][NH:4][C:5](=[O:37])[C@H:6]([CH2:33][CH:34]([CH3:35])[CH3:36])[NH:7][C:8]1[O:12][N:11]=[C:10]([CH3:13])[C:9]=1[C:14]1[CH:15]=[CH:16][C:17]([N:20]2[CH2:25][CH2:24][NH:23][CH2:22][CH2:21]2)=[CH:18][CH:19]=1)#[N:2].